From a dataset of Full USPTO retrosynthesis dataset with 1.9M reactions from patents (1976-2016). Predict the reactants needed to synthesize the given product. (1) Given the product [CH:8]1([C:6]([NH:5][C@H:4]([CH:3]=[O:2])[CH2:14][C:15]2[CH:16]=[CH:17][CH:18]=[CH:19][CH:20]=2)=[O:7])[CH2:13][CH2:12][CH2:11][CH2:10][CH2:9]1, predict the reactants needed to synthesize it. The reactants are: C[O:2][C:3](=O)[C@H:4]([CH2:14][C:15]1[CH:20]=[CH:19][CH:18]=[CH:17][CH:16]=1)[NH:5][C:6]([CH:8]1[CH2:13][CH2:12][CH2:11][CH2:10][CH2:9]1)=[O:7].[H-].C([Al+]CC(C)C)C(C)C. (2) Given the product [Cl:26][C:27]1[CH:32]=[C:31]([C:2]2[C:3]([CH3:25])=[CH:4][CH:5]=[C:6]([NH:8][C:9]([C:11]3([C:14]4[CH:24]=[CH:23][C:17]5[O:18][C:19]([F:21])([F:22])[O:20][C:16]=5[CH:15]=4)[CH2:13][CH2:12]3)=[O:10])[N:7]=2)[CH:30]=[N:29][C:28]=1[O:42][CH3:43], predict the reactants needed to synthesize it. The reactants are: Cl[C:2]1[N:7]=[C:6]([NH:8][C:9]([C:11]2([C:14]3[CH:24]=[CH:23][C:17]4[O:18][C:19]([F:22])([F:21])[O:20][C:16]=4[CH:15]=3)[CH2:13][CH2:12]2)=[O:10])[CH:5]=[CH:4][C:3]=1[CH3:25].[Cl:26][C:27]1[C:28]([O:42][CH3:43])=[N:29][CH:30]=[C:31](B2OC(C)(C)C(C)(C)O2)[CH:32]=1.C(=O)([O-])[O-].[Na+].[Na+]. (3) Given the product [CH3:30][C:19]1[C:20]2[C:25](=[CH:24][C:23]([CH2:26][C:27]([OH:29])=[O:28])=[CH:22][CH:21]=2)[N:17]([CH2:2][C:3]2[C:12]3[C:7](=[CH:8][CH:9]=[CH:10][CH:11]=3)[CH:6]=[CH:5][CH:4]=2)[N:18]=1.[CH2:16]([N:17]1[C:25]2[C:20](=[CH:21][CH:22]=[C:23]([CH2:26][C:27]([OH:29])=[O:28])[CH:24]=2)[CH:19]=[CH:30]1)[C:15]1[CH:14]=[CH:34][CH:33]=[CH:32][CH:31]=1, predict the reactants needed to synthesize it. The reactants are: Cl[CH2:2][C:3]1[C:12]2[C:7](=[CH:8][CH:9]=[CH:10][CH:11]=2)[CH:6]=[CH:5][CH:4]=1.Cl[C:14]1[CH:34]=[CH:33][CH:32]=[C:31](C)[C:15]=1[CH2:16][N:17]1[C:25]2[C:20](=[CH:21][CH:22]=[C:23]([CH2:26][C:27]([OH:29])=[O:28])[CH:24]=2)[C:19]([CH3:30])=[N:18]1. (4) Given the product [CH3:1][CH2:2][N:3]1[C:9]2[C:8](=[CH:13][N:12]=[C:11]([N:14]3[CH2:19][CH2:18][N:17]([C:33]([NH:32][C:30]4[CH:29]=[CH:28][C:27]5[C:26](=[N:25][S:24][N:23]=5)[CH:31]=4)=[S:34])[CH2:16][CH2:15]3)[N:10]=2)[C:6](=[O:7])[C:5]([C:20]([OH:22])=[O:21])=[CH:4]1, predict the reactants needed to synthesize it. The reactants are: [CH3:1][CH2:2][N:3]1[C:9]2[N:10]=[C:11]([N:14]3[CH2:19][CH2:18][NH:17][CH2:16][CH2:15]3)[N:12]=[CH:13][C:8]=2[C:6](=[O:7])[C:5]([C:20]([OH:22])=[O:21])=[CH:4]1.[N:23]1[S:24][N:25]=[C:26]2[CH:31]=[C:30]([N:32]=[C:33]=[S:34])[CH:29]=[CH:28][C:27]=12.C(N(CC)CC)C. (5) The reactants are: [N+:1]([C:4]1[CH:5]=[CH:6][C:7]([C:16]#[C:17][C:18]2[CH:23]=[CH:22][CH:21]=[CH:20][CH:19]=2)=[C:8]([NH:10]C(=O)CCC)[CH:9]=1)([O-:3])=[O:2].CC(C)([O-])C.[K+].O. Given the product [N+:1]([C:4]1[CH:9]=[C:8]2[C:7]([CH:16]=[C:17]([C:18]3[CH:23]=[CH:22][CH:21]=[CH:20][CH:19]=3)[NH:10]2)=[CH:6][CH:5]=1)([O-:3])=[O:2], predict the reactants needed to synthesize it. (6) Given the product [Cl:1][C:2]1[C:7]2[N:8]=[C:9](/[CH:13]=[N:21]/[S:19]([C:16]([CH3:18])([CH3:17])[CH3:15])=[O:20])[N:10]([CH2:11][CH3:12])[C:6]=2[CH:5]=[CH:4][N:3]=1, predict the reactants needed to synthesize it. The reactants are: [Cl:1][C:2]1[C:7]2[N:8]=[C:9]([CH:13]=O)[N:10]([CH2:11][CH3:12])[C:6]=2[CH:5]=[CH:4][N:3]=1.[CH3:15][C:16]([S:19]([NH2:21])=[O:20])([CH3:18])[CH3:17]. (7) Given the product [O:12]1[CH2:13][CH2:14][CH:10]([O:9][C:6]2[CH:5]=[CH:4][C:3]([NH2:2])=[CH:8][CH:7]=2)[CH2:11]1, predict the reactants needed to synthesize it. The reactants are: O=[N+:2](O)[C:3]1[CH:8]=[CH:7][C:6]([O:9][CH:10]2[CH2:14][CH2:13][O:12][CH2:11]2)=[CH:5][CH:4]=1. (8) Given the product [CH3:11][O:4][C:3](=[O:5])[C:2]([CH3:10])([CH3:1])[CH2:6][CH2:7][CH2:8][CH3:9], predict the reactants needed to synthesize it. The reactants are: [CH3:1][C:2]([CH3:10])([CH2:6][CH2:7][CH2:8][CH3:9])[C:3]([OH:5])=[O:4].[CH3:11][Si](C=[N+]=[N-])(C)C. (9) Given the product [O:14]=[C:15]1[N:21]([CH:22]2[CH2:23][CH2:24][N:25]([C:28]([O:30][C@H:31]([CH2:32][C:33]3[CH:34]=[C:35]([CH3:41])[C:36]([OH:40])=[C:37]([CH3:39])[CH:38]=3)[C:42]([N:5]3[CH2:6][CH2:7][C:2]([CH3:1])([N:8]4[CH2:9][CH2:10][O:11][CH2:12][CH2:13]4)[CH2:3][CH2:4]3)=[O:43])=[O:29])[CH2:26][CH2:27]2)[CH2:20][CH2:19][C:18]2[CH:45]=[CH:46][CH:47]=[CH:48][C:17]=2[NH:16]1, predict the reactants needed to synthesize it. The reactants are: [CH3:1][C:2]1([N:8]2[CH2:13][CH2:12][O:11][CH2:10][CH2:9]2)[CH2:7][CH2:6][NH:5][CH2:4][CH2:3]1.[O:14]=[C:15]1[N:21]([CH:22]2[CH2:27][CH2:26][N:25]([C:28]([O:30][C@@H:31]([C:42](O)=[O:43])[CH2:32][C:33]3[CH:38]=[C:37]([CH3:39])[C:36]([OH:40])=[C:35]([CH3:41])[CH:34]=3)=[O:29])[CH2:24][CH2:23]2)[CH2:20][CH2:19][C:18]2[CH:45]=[CH:46][CH:47]=[CH:48][C:17]=2[NH:16]1.CN(C(ON1N=NC2C=CC=CC1=2)=[N+](C)C)C.[B-](F)(F)(F)F.C(N(CC)CC)C.C([O-])(O)=O.[Na+].